From a dataset of Retrosynthesis with 50K atom-mapped reactions and 10 reaction types from USPTO. Predict the reactants needed to synthesize the given product. Given the product CCOC(=O)c1cccc(-c2ccccc2-c2cc(Cl)ccc2OCc2ccccc2)c1, predict the reactants needed to synthesize it. The reactants are: CCOC(=O)c1cccc(-c2ccccc2Br)c1.OB(O)c1cc(Cl)ccc1OCc1ccccc1.